From a dataset of Reaction yield outcomes from USPTO patents with 853,638 reactions. Predict the reaction yield, written as a fraction of the theoretical maximum amount of product (1.0 means a 100% yield; for example, 0.34 means a 34% yield). (1) The product is [CH2:37]([O:36][C:34](=[O:35])[NH:5][S:6]([C:9]1[CH:14]=[CH:13][C:12]([O:15][C:16]([F:18])([F:19])[F:17])=[CH:11][C:10]=1[C:20]1[CH:25]=[CH:24][C:23]([CH2:26][N:27]2[CH2:28][CH2:29][O:30][CH2:31][CH2:32]2)=[CH:22][N:21]=1)(=[O:7])=[O:8])[CH2:38][CH2:39][CH3:40]. The yield is 0.610. The catalyst is C(O)(C(F)(F)F)=O.CN(C)C1C=CN=CC=1. The reactants are C([NH:5][S:6]([C:9]1[CH:14]=[CH:13][C:12]([O:15][C:16]([F:19])([F:18])[F:17])=[CH:11][C:10]=1[C:20]1[CH:25]=[CH:24][C:23]([CH2:26][N:27]2[CH2:32][CH2:31][O:30][CH2:29][CH2:28]2)=[CH:22][N:21]=1)(=[O:8])=[O:7])(C)(C)C.Cl[C:34]([O:36][CH2:37][CH2:38][CH2:39][CH3:40])=[O:35].N1C=CC=CC=1. (2) The reactants are [O-][CH2:2]C.[Na+].[NH2:5][C:6]1[CH:11]=[C:10]([O:12][CH2:13][C:14]2[CH:19]=[CH:18][CH:17]=[CH:16][CH:15]=2)[C:9]([O:20][CH3:21])=[CH:8][C:7]=1[C:22](=[O:24])[CH3:23].C(OCC)=O.Cl. The catalyst is COCCOC.O. The product is [CH2:13]([O:12][C:10]1[CH:11]=[C:6]2[C:7]([C:22]([OH:24])=[CH:23][CH:2]=[N:5]2)=[CH:8][C:9]=1[O:20][CH3:21])[C:14]1[CH:19]=[CH:18][CH:17]=[CH:16][CH:15]=1. The yield is 0.720. (3) The reactants are [N:1]1[NH:2][C:3](=[O:11])[CH:4]=[C:5]2[CH2:10][CH2:9][CH2:8][O:7][C:6]=12.[H-].[Na+].C1C=CC(N([S:21]([C:24]([F:27])([F:26])[F:25])(=[O:23])=[O:22])[S:21]([C:24]([F:27])([F:26])[F:25])(=[O:23])=[O:22])=CC=1. The catalyst is CN(C=O)C.C(OCC)(=O)C. The product is [F:25][C:24]([F:27])([F:26])[S:21]([O:11][C:3]1[N:2]=[N:1][C:6]2[O:7][CH2:8][CH2:9][CH2:10][C:5]=2[CH:4]=1)(=[O:23])=[O:22]. The yield is 0.800.